This data is from Catalyst prediction with 721,799 reactions and 888 catalyst types from USPTO. The task is: Predict which catalyst facilitates the given reaction. Reactant: [OH:1][CH2:2][C@H:3]([CH3:29])[O:4][C:5]1[CH:6]=[C:7]([CH:18]=[C:19]([C:21]([NH:23][C:24]2[CH:28]=[CH:27][NH:26][N:25]=2)=[O:22])[CH:20]=1)[O:8][C:9]1[CH:17]=[CH:16][C:12]([C:13]([OH:15])=O)=[CH:11][CH:10]=1.CN(C(ON1N=NC2C=[CH:42][CH:43]=[N:44][C:39]1=2)=[N+](C)C)C.F[P-](F)(F)(F)(F)F.Cl.N1CCC1.CCN(C(C)C)C(C)C. Product: [N:44]1([C:13]([C:12]2[CH:11]=[CH:10][C:9]([O:8][C:7]3[CH:18]=[C:19]([CH:20]=[C:5]([O:4][C@@H:3]([CH3:29])[CH2:2][OH:1])[CH:6]=3)[C:21]([NH:23][C:24]3[CH:28]=[CH:27][NH:26][N:25]=3)=[O:22])=[CH:17][CH:16]=2)=[O:15])[CH2:43][CH2:42][CH2:39]1. The catalyst class is: 18.